From a dataset of Tox21: 12 toxicity assays (nuclear receptors and stress response pathways). Binary classification across 12 toxicity assays. The molecule is CCN(CC)CCNc1ccc(CNC=O)c2sc3ccc(OC)cc3c(=O)c12. It tested positive (active) for: NR-AR-LBD (Androgen Receptor Ligand Binding Domain agonist), NR-AhR (Aryl hydrocarbon Receptor agonist activity), NR-ER (Estrogen Receptor agonist activity), NR-ER-LBD (Estrogen Receptor Ligand Binding Domain agonist), SR-ATAD5 (ATAD5 genotoxicity (DNA damage)), and SR-p53 (p53 tumor suppressor activation).